From a dataset of Forward reaction prediction with 1.9M reactions from USPTO patents (1976-2016). Predict the product of the given reaction. (1) The product is: [CH3:1][O:2][C:3]1[CH:4]=[CH:5][C:6]([CH:9]([CH3:10])[C:14]([OH:16])=[O:15])=[CH:7][CH:8]=1. Given the reactants [CH3:1][O:2][C:3]1[CH:8]=[CH:7][C:6]([C:9](=O)[CH2:10]C)=[CH:5][CH:4]=1.C[C:14]([O-:16])=[O:15].CC([O-])=O.CC([O-])=O.CC([O-])=O.[Pb+2].C(OC(OCC)OCC)C.Cl(O)(=O)(=O)=O, predict the reaction product. (2) Given the reactants [CH:1](=[O:10])[CH:2]=[CH:3][C:4]1[CH:9]=[CH:8][CH:7]=[CH:6][CH:5]=1.C([C:13]1[C:19](=[O:20])C(Cl)=C(Cl)C(=O)C=1C#N)#N.O.[O-2].[O-2].[O-2].[O:29]=[Si]=O.O=[Si]=O.O=[Si]=O.O=[Si]=O.[Al+3].[Al+3], predict the reaction product. The product is: [C:1]([O:29][CH2:13][CH2:19][OH:20])(=[O:10])[CH:2]=[CH:3][C:4]1[CH:9]=[CH:8][CH:7]=[CH:6][CH:5]=1. (3) Given the reactants C([O:8][CH2:9][CH2:10][C@@H:11]1[CH2:14][C@H:13]([N:15]2[CH:23]=[N:22][C:21]3[C:16]2=[N:17][CH:18]=[N:19][C:20]=3[NH2:24])[CH2:12]1)C1C=CC=CC=1.B(Cl)(Cl)Cl.N.CO, predict the reaction product. The product is: [OH:8][CH2:9][CH2:10][C@@H:11]1[CH2:14][C@H:13]([N:15]2[CH:23]=[N:22][C:21]3[C:16]2=[N:17][CH:18]=[N:19][C:20]=3[NH2:24])[CH2:12]1. (4) Given the reactants C(OC([NH:8][CH2:9][CH2:10][CH2:11][CH2:12][CH2:13][CH2:14][N:15]1[C:24]2[C:19](=[CH:20][CH:21]=[CH:22][CH:23]=2)[CH:18]=[CH:17][C:16]1=[O:25])=O)(C)(C)C.Cl.[OH-].[Na+], predict the reaction product. The product is: [NH2:8][CH2:9][CH2:10][CH2:11][CH2:12][CH2:13][CH2:14][N:15]1[C:24]2[C:19](=[CH:20][CH:21]=[CH:22][CH:23]=2)[CH:18]=[CH:17][C:16]1=[O:25]. (5) Given the reactants F[C:2]1[CH:3]=[C:4]([CH3:12])[C:5]([N+:9]([O-:11])=[O:10])=[C:6]([CH3:8])[CH:7]=1.[N:13]1([C:19]([O:21][C:22]([CH3:25])([CH3:24])[CH3:23])=[O:20])[CH2:18][CH2:17][NH:16][CH2:15][CH2:14]1.C(=O)([O-])[O-].[K+].[K+].O, predict the reaction product. The product is: [CH3:8][C:6]1[CH:7]=[C:2]([N:16]2[CH2:15][CH2:14][N:13]([C:19]([O:21][C:22]([CH3:25])([CH3:24])[CH3:23])=[O:20])[CH2:18][CH2:17]2)[CH:3]=[C:4]([CH3:12])[C:5]=1[N+:9]([O-:11])=[O:10]. (6) Given the reactants Br[C:2]1[C:3]([Cl:14])=[CH:4][C:5]([NH:8][C:9]([NH:11][CH2:12][CH3:13])=[O:10])=[N:6][CH:7]=1.CC1(C)C(C)(C)OB([C:23]2[CH:24]=[N:25][CH:26]=[C:27]([CH:33]=2)[C:28]([O:30][CH2:31][CH3:32])=[O:29])O1.C(=O)([O-])[O-].[Cs+].[Cs+], predict the reaction product. The product is: [Cl:14][C:3]1[CH:4]=[C:5]([NH:8][C:9]([NH:11][CH2:12][CH3:13])=[O:10])[N:6]=[CH:7][C:2]=1[C:23]1[CH:24]=[N:25][CH:26]=[C:27]([C:28]([O:30][CH2:31][CH3:32])=[O:29])[CH:33]=1. (7) Given the reactants [C:1]([CH:5]([NH:13][NH:14][C:15]([C:17]1[CH:26]=[CH:25][C:20]2[O:21][CH2:22][CH2:23][O:24][C:19]=2[C:18]=1[CH2:27][CH3:28])=[O:16])[CH:6]=[C:7]([CH3:12])[C:8]([CH3:11])([CH3:10])[CH3:9])([CH3:4])([CH3:3])[CH3:2].[CH3:29][O:30][C:31]1[CH:32]=[C:33]([CH:37]=[C:38]([O:41][CH3:42])[C:39]=1[CH3:40])[C:34](Cl)=[O:35].C([O-])([O-])=O.[K+].[K+], predict the reaction product. The product is: [C:1]([CH:5]([N:13]([C:34](=[O:35])[C:33]1[CH:37]=[C:38]([O:41][CH3:42])[C:39]([CH3:40])=[C:31]([O:30][CH3:29])[CH:32]=1)[NH:14][C:15]([C:17]1[CH:26]=[CH:25][C:20]2[O:21][CH2:22][CH2:23][O:24][C:19]=2[C:18]=1[CH2:27][CH3:28])=[O:16])[CH:6]=[C:7]([CH3:12])[C:8]([CH3:11])([CH3:10])[CH3:9])([CH3:2])([CH3:3])[CH3:4]. (8) Given the reactants Cl.Cl.Cl.Cl.Cl.[CH3:6][N:7]1[CH2:12][CH2:11][N:10]([C:13]2[CH:18]=[C:17]([N:19]3[CH:28]([CH3:29])[CH2:27][C:26]4[C:21](=[CH:22][C:23]([CH:30]5[CH2:35][CH2:34][NH:33][CH2:32][CH2:31]5)=[CH:24][CH:25]=4)[CH2:20]3)[N:16]=[C:15]([NH2:36])[N:14]=2)[CH2:9][CH2:8]1.[C:37](Cl)(=[O:40])[CH2:38][CH3:39], predict the reaction product. The product is: [CH3:6][N:7]1[CH2:12][CH2:11][N:10]([C:13]2[CH:18]=[C:17]([N:19]3[CH:28]([CH3:29])[CH2:27][C:26]4[C:21](=[CH:22][C:23]([CH:30]5[CH2:31][CH2:32][N:33]([C:37](=[O:40])[CH2:38][CH3:39])[CH2:34][CH2:35]5)=[CH:24][CH:25]=4)[CH2:20]3)[N:16]=[C:15]([NH2:36])[N:14]=2)[CH2:9][CH2:8]1. (9) Given the reactants [CH3:1][N:2]([CH3:38])[C:3]1[CH:8]=[CH:7][C:6]([CH:9]([C:29]2[CH:34]=[CH:33][C:32]([N:35]([CH3:37])[CH3:36])=[CH:31][CH:30]=2)[C:10]2[CH:15]=[CH:14][C:13]([N:16]([CH2:27][CH3:28])[CH2:17][CH2:18][NH:19]C(=O)OC(C)(C)C)=[CH:12][CH:11]=2)=[CH:5][CH:4]=1.CCOC(C)=O.[ClH:45], predict the reaction product. The product is: [Cl-:45].[NH2:19][CH2:18][CH2:17][N+:16](=[C:13]1[CH:14]=[CH:15][C:10](=[C:9]([C:6]2[CH:7]=[CH:8][C:3]([N:2]([CH3:1])[CH3:38])=[CH:4][CH:5]=2)[C:29]2[CH:30]=[CH:31][C:32]([N:35]([CH3:37])[CH3:36])=[CH:33][CH:34]=2)[CH:11]=[CH:12]1)[CH2:27][CH3:28]. (10) Given the reactants [C:1](Cl)(=[O:4])[CH:2]=[CH2:3].[CH3:6][N:7]([CH3:37])[CH:8]1[CH2:11][N:10]([C:12]2[CH:17]=[C:16]([O:18][CH3:19])[C:15]([NH:20][C:21]3[N:26]=[C:25]([C:27]4[CH:28]=[N:29][N:30]5[CH:35]=[CH:34][CH:33]=[CH:32][C:31]=45)[CH:24]=[CH:23][N:22]=3)=[CH:14][C:13]=2[NH2:36])[CH2:9]1, predict the reaction product. The product is: [CH3:37][N:7]([CH3:6])[CH:8]1[CH2:9][N:10]([C:12]2[CH:17]=[C:16]([O:18][CH3:19])[C:15]([NH:20][C:21]3[N:26]=[C:25]([C:27]4[CH:28]=[N:29][N:30]5[CH:35]=[CH:34][CH:33]=[CH:32][C:31]=45)[CH:24]=[CH:23][N:22]=3)=[CH:14][C:13]=2[NH:36][C:1](=[O:4])[CH:2]=[CH2:3])[CH2:11]1.